From a dataset of Catalyst prediction with 721,799 reactions and 888 catalyst types from USPTO. Predict which catalyst facilitates the given reaction. (1) Reactant: [Li+].[OH-].O.[CH2:4]([C@H:8]1[CH2:12][CH2:11][N:10]([C@@H:13]([CH2:18][CH:19]=[CH2:20])[C:14]([O:16]C)=[O:15])[C:9]1=[O:21])[CH:5]([CH3:7])[CH3:6]. Product: [CH2:4]([C@H:8]1[CH2:12][CH2:11][N:10]([C@@H:13]([CH2:18][CH:19]=[CH2:20])[C:14]([OH:16])=[O:15])[C:9]1=[O:21])[CH:5]([CH3:7])[CH3:6]. The catalyst class is: 295. (2) Reactant: CC1[N:3]([C:8]2[CH:17]=[C:11]3[CH:12]([CH3:16])[O:13][CH2:14][CH2:15][N:10]3[N:9]=2)C(C)=CC=1.Cl.NO. Product: [CH3:16][CH:12]1[C:11]2=[CH:17][C:8]([NH2:3])=[N:9][N:10]2[CH2:15][CH2:14][O:13]1. The catalyst class is: 8. (3) Reactant: C([N:8]1[CH2:13][CH2:12][C:11]([CH2:16][C:17]2[CH:22]=[CH:21][CH:20]=[CH:19][CH:18]=2)([CH2:14][OH:15])[CH2:10][CH2:9]1)C1C=CC=CC=1.ClC(OC(Cl)=O)C. Product: [CH2:16]([C:11]1([CH2:14][OH:15])[CH2:10][CH2:9][NH:8][CH2:13][CH2:12]1)[C:17]1[CH:22]=[CH:21][CH:20]=[CH:19][CH:18]=1. The catalyst class is: 4. (4) Product: [C:1]([O:5][C:6]([NH:8][C@@H:9]([CH2:21][OH:22])[CH2:10][C:11]([O:13][CH2:14][C:15]1[CH:16]=[CH:17][CH:18]=[CH:19][CH:20]=1)=[O:12])=[O:7])([CH3:3])([CH3:4])[CH3:2]. The catalyst class is: 57. Reactant: [C:1]([O:5][C:6]([NH:8][C@@H:9]([C:21]([O-])=[O:22])[CH2:10][C:11]([O:13][CH2:14][C:15]1[CH:20]=[CH:19][CH:18]=[CH:17][CH:16]=1)=[O:12])=[O:7])([CH3:4])([CH3:3])[CH3:2].CN1CCOCC1.ClC(OCC(C)C)=O. (5) Reactant: [ClH:1].C(OC([N:9]1[C@H:13]([C:14]2[CH:19]=[CH:18][CH:17]=[CH:16][CH:15]=2)[C@H:12]([C:20]2[CH:25]=[CH:24][CH:23]=[CH:22][CH:21]=2)[N:11]=[C:10]1[NH:26][CH2:27][C:28]1[CH:33]=[CH:32][CH:31]=[C:30]([F:34])[CH:29]=1)=O)(C)(C)C. Product: [ClH:1].[C:14]1([C@H:13]2[C@@H:12]([C:20]3[CH:25]=[CH:24][CH:23]=[CH:22][CH:21]=3)[NH:11][C:10]([NH:26][CH2:27][C:28]3[CH:33]=[CH:32][CH:31]=[C:30]([F:34])[CH:29]=3)=[N:9]2)[CH:15]=[CH:16][CH:17]=[CH:18][CH:19]=1. The catalyst class is: 25. (6) The catalyst class is: 268. Product: [ClH:65].[ClH:68].[NH2:8][C@H:9]([C:22]([NH:24][CH2:25][CH2:26][C:27]([O:29][CH2:30][CH2:31][O:32][C:33]1[CH:34]=[CH:35][C:36]([C:39]2[C:44]([C:45]#[N:46])=[C:43]([N:47]3[CH2:48][CH2:49][CH2:50][CH2:51]3)[N:42]=[C:41]([S:52][CH2:53][C:54]3[N:55]=[C:56]([C:59]4[CH:60]=[CH:61][C:62]([Cl:65])=[CH:63][CH:64]=4)[S:57][CH:58]=3)[C:40]=2[C:66]#[N:67])=[CH:37][CH:38]=1)=[O:28])=[O:23])[CH2:10][CH2:11][CH2:12][CH2:13][NH2:14]. Reactant: C(OC([NH:8][C@H:9]([C:22]([NH:24][CH2:25][CH2:26][C:27]([O:29][CH2:30][CH2:31][O:32][C:33]1[CH:38]=[CH:37][C:36]([C:39]2[C:44]([C:45]#[N:46])=[C:43]([N:47]3[CH2:51][CH2:50][CH2:49][CH2:48]3)[N:42]=[C:41]([S:52][CH2:53][C:54]3[N:55]=[C:56]([C:59]4[CH:64]=[CH:63][C:62]([Cl:65])=[CH:61][CH:60]=4)[S:57][CH:58]=3)[C:40]=2[C:66]#[N:67])=[CH:35][CH:34]=1)=[O:28])=[O:23])[CH2:10][CH2:11][CH2:12][CH2:13][NH:14]C(OC(C)(C)C)=O)=O)(C)(C)C.[ClH:68]. (7) Reactant: C1(S([N:10]2[C:18]3[C:13](=[CH:14][C:15]([C:19]4[N:20]([CH3:30])[N:21]=[C:22]([C:24]5[CH:25]=[N:26][CH:27]=[CH:28][CH:29]=5)[CH:23]=4)=[CH:16][CH:17]=3)[CH:12]=[C:11]2[C:31]2[CH:36]=[CH:35][CH:34]=[CH:33][C:32]=2[F:37])(=O)=O)C=CC=CC=1.C([O-])([O-])=O.[Cs+].[Cs+]. Product: [F:37][C:32]1[CH:33]=[CH:34][CH:35]=[CH:36][C:31]=1[C:11]1[NH:10][C:18]2[C:13]([CH:12]=1)=[CH:14][C:15]([C:19]1[N:20]([CH3:30])[N:21]=[C:22]([C:24]3[CH:25]=[N:26][CH:27]=[CH:28][CH:29]=3)[CH:23]=1)=[CH:16][CH:17]=2. The catalyst class is: 36. (8) Reactant: [CH2:1]([O:8][C:9]1[CH:14]=[CH:13][N:12]([CH2:15][CH2:16][C:17]([CH3:25])([S:21]([CH3:24])(=[O:23])=[O:22])[C:18](O)=[O:19])[C:11](=[O:26])[CH:10]=1)[C:2]1[CH:7]=[CH:6][CH:5]=[CH:4][CH:3]=1.Cl.CN(C)CCCN=C=NCC.O.ON1C2C=CC=CC=2N=N1.C(N(CC)CC)C.[O:57]1[CH2:62][CH2:61][CH2:60][CH2:59][CH:58]1[O:63][NH2:64]. Product: [CH2:1]([O:8][C:9]1[CH:14]=[CH:13][N:12]([CH2:15][CH2:16][C:17]([CH3:25])([S:21]([CH3:24])(=[O:22])=[O:23])[C:18]([NH:64][O:63][CH:58]2[CH2:59][CH2:60][CH2:61][CH2:62][O:57]2)=[O:19])[C:11](=[O:26])[CH:10]=1)[C:2]1[CH:7]=[CH:6][CH:5]=[CH:4][CH:3]=1. The catalyst class is: 34.